The task is: Predict the reactants needed to synthesize the given product.. This data is from Full USPTO retrosynthesis dataset with 1.9M reactions from patents (1976-2016). (1) Given the product [C:26]([NH:1][C:2]1[CH:7]=[CH:6][C:5]([N+:8]([O-:10])=[O:9])=[CH:4][C:3]=1[C:11]#[C:12][C:13]([CH3:19])([CH3:18])[C:14]([O:16][CH3:17])=[O:15])(=[O:30])[CH2:27][CH2:28][CH3:29], predict the reactants needed to synthesize it. The reactants are: [NH2:1][C:2]1[CH:7]=[CH:6][C:5]([N+:8]([O-:10])=[O:9])=[CH:4][C:3]=1[C:11]#[C:12][C:13]([CH3:19])([CH3:18])[C:14]([O:16][CH3:17])=[O:15].N1C=CC=CC=1.[C:26](Cl)(=[O:30])[CH2:27][CH2:28][CH3:29]. (2) Given the product [CH3:1][C:2]([CH3:6])([CH3:5])[CH2:3][NH:4][C:8](=[S:9])[NH:7][C:10]1[CH:11]=[CH:12][C:13]([O:16][C:17](=[O:26])[N:18]([CH3:25])[C:19]2[CH:24]=[CH:23][CH:22]=[CH:21][CH:20]=2)=[N:14][CH:15]=1, predict the reactants needed to synthesize it. The reactants are: [CH3:1][C:2]([CH3:6])([CH3:5])[CH2:3][NH2:4].[N:7]([C:10]1[CH:11]=[CH:12][C:13]([O:16][C:17](=[O:26])[N:18]([CH3:25])[C:19]2[CH:24]=[CH:23][CH:22]=[CH:21][CH:20]=2)=[N:14][CH:15]=1)=[C:8]=[S:9]. (3) Given the product [Br:1][C:2]1[C:3]([O:15][CH2:16][O:17][CH3:18])=[CH:4][C:5]([O:10][CH2:11][CH:12]2[CH2:14][CH2:13]2)=[C:6]([CH:7]=1)[CH2:8][O:9][Si:28]([C:24]([CH3:27])([CH3:26])[CH3:25])([C:35]1[CH:36]=[CH:37][CH:38]=[CH:39][CH:40]=1)[C:29]1[CH:34]=[CH:33][CH:32]=[CH:31][CH:30]=1, predict the reactants needed to synthesize it. The reactants are: [Br:1][C:2]1[C:3]([O:15][CH2:16][O:17][CH3:18])=[CH:4][C:5]([O:10][CH2:11][CH:12]2[CH2:14][CH2:13]2)=[C:6]([CH2:8][OH:9])[CH:7]=1.N1C=CN=C1.[C:24]([Si:28](Cl)([C:35]1[CH:40]=[CH:39][CH:38]=[CH:37][CH:36]=1)[C:29]1[CH:34]=[CH:33][CH:32]=[CH:31][CH:30]=1)([CH3:27])([CH3:26])[CH3:25].O. (4) Given the product [CH3:4][C:5]1[C:13]2[C:8](=[CH:9][CH:10]=[C:11]([NH:14][C:15]3[C:16]4[CH:23]=[C:22]([C:24]5[CH2:25][CH2:26][N:27]([C:38](=[O:39])[CH2:37][CH2:36][N:30]6[CH2:35][CH2:34][CH2:33][CH2:32][CH2:31]6)[CH2:28][CH:29]=5)[NH:21][C:17]=4[N:18]=[CH:19][N:20]=3)[CH:12]=2)[NH:7][N:6]=1, predict the reactants needed to synthesize it. The reactants are: Cl.Cl.Cl.[CH3:4][C:5]1[C:13]2[C:8](=[CH:9][CH:10]=[C:11]([NH:14][C:15]3[C:16]4[CH:23]=[C:22]([C:24]5[CH2:25][CH2:26][NH:27][CH2:28][CH:29]=5)[NH:21][C:17]=4[N:18]=[CH:19][N:20]=3)[CH:12]=2)[NH:7][N:6]=1.[N:30]1([CH2:36][CH2:37][C:38](O)=[O:39])[CH2:35][CH2:34][CH2:33][CH2:32][CH2:31]1.Cl.CN(C)CCCN=C=NCC.ON1C2C=CC=CC=2N=N1.C(N(CC)C(C)C)(C)C. (5) Given the product [CH2:37]([O:41][C:42](=[O:70])[NH:43][C@@H:44]([C:64]1[CH:65]=[CH:66][CH:67]=[CH:68][CH:69]=1)[C:45]([N:47]1[CH2:51][CH2:50][CH2:49][C@@H:48]1[C:52](=[O:63])[NH:53][C:54]1[N:55]=[C:56]2[N:60]([CH:61]=1)[CH:59]=[C:58]([Br:62])[S:57]2)=[O:46])[CH3:38], predict the reactants needed to synthesize it. The reactants are: C(OC(N[C@H](C1C=CC=CC=1)C(N1CCC[C@H]1C(O)=O)=O)=O)(C)(C)C.Cl.BrC1SC2=NC(N)=CN2C=1.[C:37]([O:41][C:42](=[O:70])[NH:43][C@@H:44]([C:64]1[CH:69]=[CH:68][CH:67]=[CH:66][CH:65]=1)[C:45]([N:47]1[CH2:51][CH2:50][CH2:49][C@@H:48]1[C:52](=[O:63])[NH:53][C:54]1[N:55]=[C:56]2[N:60]([CH:61]=1)[CH:59]=[C:58]([Br:62])[S:57]2)=[O:46])(C)(C)[CH3:38]. (6) Given the product [O:33]([CH2:32][C:3]1[CH:4]=[C:5]([C:8]2([O:26][C@H:25]([CH2:27][O:28][C:29](=[O:31])[CH3:30])[C@@H:20]([O:21][C:22](=[O:24])[CH3:23])[C@H:15]([O:16][C:17](=[O:19])[CH3:18])[C@H:10]2[O:11][C:12](=[O:14])[CH3:13])[OH:9])[CH:6]=[CH:7][C:2]=1[C:41]#[N:42])[C:34]1[CH:35]=[CH:36][CH:37]=[CH:38][CH:39]=1, predict the reactants needed to synthesize it. The reactants are: Br[C:2]1[CH:7]=[CH:6][C:5]([C:8]2([O:26][C@H:25]([CH2:27][O:28][C:29](=[O:31])[CH3:30])[C@@H:20]([O:21][C:22](=[O:24])[CH3:23])[C@H:15]([O:16][C:17](=[O:19])[CH3:18])[C@H:10]2[O:11][C:12](=[O:14])[CH3:13])[OH:9])=[CH:4][C:3]=1[CH2:32][O:33][C:34]1[CH:39]=[CH:38][CH:37]=[CH:36][CH:35]=1.[Cu][C:41]#[N:42]. (7) Given the product [F:36][C:37]([F:42])([F:41])[C:38]([OH:40])=[O:39].[F:1][C:2]1[CH:3]=[C:4]2[C:8](=[CH:9][C:10]=1[C:11]([F:13])([F:12])[F:14])[CH2:7][NH:6][CH2:5]2, predict the reactants needed to synthesize it. The reactants are: [F:1][C:2]1[CH:3]=[C:4]2[C:8](=[CH:9][C:10]=1[C:11]([F:14])([F:13])[F:12])[CH2:7][N:6](C(C1C=CC=CC=1)(C1C=CC=CC=1)C1C=CC=CC=1)[CH2:5]2.CO.[F:36][C:37]([F:42])([F:41])[C:38]([OH:40])=[O:39].